Dataset: Catalyst prediction with 721,799 reactions and 888 catalyst types from USPTO. Task: Predict which catalyst facilitates the given reaction. (1) Reactant: [C:1]([N:4]1[CH2:9][CH2:8][C:7]2[N:10]([CH:32]3[CH2:37][CH2:36][O:35][CH2:34][CH2:33]3)[N:11]=[C:12]([N:13]3[C:22]4[C:17](=[CH:18][C:19]([C:26]5[CH:27]=[N:28][N:29]([CH3:31])[CH:30]=5)=[C:20](B(O)O)[CH:21]=4)[CH2:16][CH2:15][CH2:14]3)[C:6]=2[CH2:5]1)(=[O:3])[CH3:2].COC1C=CC(S(NN=[C:51]2[CH2:54][O:53][CH2:52]2)(=O)=O)=CC=1.C(=O)([O-])[O-].[Cs+].[Cs+]. Product: [CH3:31][N:29]1[CH:30]=[C:26]([C:19]2[CH:18]=[C:17]3[C:22](=[CH:21][C:20]=2[CH:51]2[CH2:54][O:53][CH2:52]2)[N:13]([C:12]2[C:6]4[CH2:5][N:4]([C:1](=[O:3])[CH3:2])[CH2:9][CH2:8][C:7]=4[N:10]([CH:32]4[CH2:37][CH2:36][O:35][CH2:34][CH2:33]4)[N:11]=2)[CH2:14][CH2:15][CH2:16]3)[CH:27]=[N:28]1. The catalyst class is: 12. (2) Reactant: [CH2:1]([C:3]1[NH:4][CH:5]=[C:6]([CH3:8])[N:7]=1)[CH3:2].[H-].[Na+].Br[CH2:12][CH2:13][CH2:14][CH2:15][CH2:16][CH3:17]. Product: [CH2:12]([N:4]1[CH:5]=[C:6]([CH3:8])[N:7]=[C:3]1[CH2:1][CH3:2])[CH2:13][CH2:14][CH2:15][CH2:16][CH3:17]. The catalyst class is: 1.